Dataset: Forward reaction prediction with 1.9M reactions from USPTO patents (1976-2016). Task: Predict the product of the given reaction. (1) Given the reactants [CH2:1]([C:3]1[C:8](=[O:9])[NH:7][C:6]([CH3:10])=[C:5]([C:11]2[S:15][C:14]([S:16]([Cl:19])(=[O:18])=[O:17])=[CH:13][CH:12]=2)[CH:4]=1)[CH3:2].[CH3:20][N:21]([CH3:26])[CH2:22][CH2:23][CH2:24][NH2:25], predict the reaction product. The product is: [ClH:19].[CH3:20][N:21]([CH3:26])[CH2:22][CH2:23][CH2:24][NH:25][S:16]([C:14]1[S:15][C:11]([C:5]2[CH:4]=[C:3]([CH2:1][CH3:2])[C:8](=[O:9])[NH:7][C:6]=2[CH3:10])=[CH:12][CH:13]=1)(=[O:18])=[O:17]. (2) The product is: [Cl:10][C:11]1[C:16]([C:17]([O:19][CH2:20][CH3:21])=[O:18])=[CH:15][N:14]=[C:13]([C:5]2[CH:6]=[CH:7][CH:8]=[C:3]([Cl:2])[CH:4]=2)[CH:12]=1. Given the reactants [I-].[Cl:2][C:3]1[CH:4]=[C:5]([Zn+])[CH:6]=[CH:7][CH:8]=1.[Cl:10][C:11]1[C:16]([C:17]([O:19][CH2:20][CH3:21])=[O:18])=[CH:15][N:14]=[C:13](Cl)[CH:12]=1.O.C(OCC)(=O)C, predict the reaction product.